Dataset: Peptide-MHC class I binding affinity with 185,985 pairs from IEDB/IMGT. Task: Regression. Given a peptide amino acid sequence and an MHC pseudo amino acid sequence, predict their binding affinity value. This is MHC class I binding data. (1) The peptide sequence is LLLLISLVY. The MHC is HLA-B15:02 with pseudo-sequence HLA-B15:02. The binding affinity (normalized) is 0.221. (2) The peptide sequence is FMGRLGPEY. The MHC is HLA-A30:01 with pseudo-sequence HLA-A30:01. The binding affinity (normalized) is 0.105. (3) The peptide sequence is NIDPEHLDY. The MHC is HLA-B15:09 with pseudo-sequence HLA-B15:09. The binding affinity (normalized) is 0.0847. (4) The peptide sequence is DLSNSMRDF. The MHC is HLA-B07:02 with pseudo-sequence HLA-B07:02. The binding affinity (normalized) is 0.0847.